This data is from Full USPTO retrosynthesis dataset with 1.9M reactions from patents (1976-2016). The task is: Predict the reactants needed to synthesize the given product. (1) Given the product [CH3:40][C:39]([CH3:42])([O:38][C:37]([NH:36][CH2:35][C@@H:34]1[O:44][C:9](=[O:8])[N:11]([C:12]2[CH:21]=[C:20]3[C:15]([CH2:16][CH2:17][N:18]([C:22]([O:24][CH2:25][C:26]4[CH:31]=[CH:30][CH:29]=[CH:28][CH:27]=4)=[O:23])[CH2:19]3)=[CH:14][CH:13]=2)[CH2:33]1)=[O:43])[CH3:41], predict the reactants needed to synthesize it. The reactants are: C1(C[O:8][C:9]([NH:11][C:12]2[CH:21]=[C:20]3[C:15]([CH2:16][CH2:17][N:18]([C:22]([O:24][CH2:25][C:26]4[CH:31]=[CH:30][CH:29]=[CH:28][CH:27]=4)=[O:23])[CH2:19]3)=[CH:14][CH:13]=2)=O)C=CC=CC=1.Cl[CH2:33][C@@H:34]([OH:44])[CH2:35][NH:36][C:37](=[O:43])[O:38][C:39]([CH3:42])([CH3:41])[CH3:40].O(C(C)(C)C)[Li]. (2) Given the product [Cl:1][C:2]1[C:3]([C:12]([F:15])([F:14])[F:13])=[CH:4][C:5]([CH3:11])=[C:6]([C:17]2[N:22]=[C:21]([NH2:23])[N:20]=[C:19]([NH:24][CH3:25])[CH:18]=2)[CH:7]=1, predict the reactants needed to synthesize it. The reactants are: [Cl:1][C:2]1[C:3]([C:12]([F:15])([F:14])[F:13])=[CH:4][C:5]([CH3:11])=[C:6](B(O)O)[CH:7]=1.I[C:17]1[N:22]=[C:21]([NH2:23])[N:20]=[C:19]([NH:24][CH3:25])[CH:18]=1. (3) The reactants are: [F:1][C:2]([F:15])([F:14])[S:3]([O:6]S(C(F)(F)F)(=O)=O)(=[O:5])=[O:4].[CH:16]1([N:19]2[CH:24]=[CH:23][C:22](O)=[CH:21][C:20]2=[O:26])[CH2:18][CH2:17]1.CCN(CC)CC. Given the product [CH:16]1([N:19]2[CH:24]=[CH:23][C:22]([O:6][S:3]([C:2]([F:15])([F:14])[F:1])(=[O:5])=[O:4])=[CH:21][C:20]2=[O:26])[CH2:18][CH2:17]1, predict the reactants needed to synthesize it. (4) Given the product [F:14][C:8]1[CH:9]=[CH:10][C:11]([CH3:13])=[C:12]2[C:7]=1[NH:6][C:5](=[O:15])[CH:4]=[C:3]2[CH2:2][N:16]1[C:20]2[CH:21]=[CH:22][CH:23]=[CH:24][C:19]=2[N:18]=[C:17]1[C:25]1[S:29][CH:28]=[N:27][C:26]=1[CH3:30], predict the reactants needed to synthesize it. The reactants are: Br[CH2:2][C:3]1[C:12]2[C:7](=[C:8]([F:14])[CH:9]=[CH:10][C:11]=2[CH3:13])[NH:6][C:5](=[O:15])[CH:4]=1.[NH:16]1[C:20]2[CH:21]=[CH:22][CH:23]=[CH:24][C:19]=2[N:18]=[C:17]1[C:25]1[S:29][CH:28]=[N:27][C:26]=1[CH3:30]. (5) Given the product [S:2]([C:5]1[CH:14]=[C:13]([CH2:15][NH:16][S:17]([CH3:20])(=[O:19])=[O:18])[CH:12]=[CH:11][C:6]=1[C:7]([O:9][CH3:10])=[O:8])(=[O:4])(=[O:3])[NH2:21], predict the reactants needed to synthesize it. The reactants are: Cl[S:2]([C:5]1[CH:14]=[C:13]([CH2:15][NH:16][S:17]([CH3:20])(=[O:19])=[O:18])[CH:12]=[CH:11][C:6]=1[C:7]([O:9][CH3:10])=[O:8])(=[O:4])=[O:3].[NH3:21].